Dataset: CYP2C19 inhibition data for predicting drug metabolism from PubChem BioAssay. Task: Regression/Classification. Given a drug SMILES string, predict its absorption, distribution, metabolism, or excretion properties. Task type varies by dataset: regression for continuous measurements (e.g., permeability, clearance, half-life) or binary classification for categorical outcomes (e.g., BBB penetration, CYP inhibition). Dataset: cyp2c19_veith. The molecule is COc1cccc(Cn2c(NCc3cccnc3)nc3c2c(=O)n(C)c(=O)n3C)c1. The result is 1 (inhibitor).